This data is from Forward reaction prediction with 1.9M reactions from USPTO patents (1976-2016). The task is: Predict the product of the given reaction. Given the reactants C(O[C:4]([C:6]1[C:7]([OH:22])=[C:8]2[C:14]([C:15]3[CH:20]=[CH:19][CH:18]=[CH:17][C:16]=3[F:21])=[N:13][S:12][C:9]2=[CH:10][N:11]=1)=[O:5])C.[NH2:23][CH2:24][C:25]([OH:27])=[O:26], predict the reaction product. The product is: [F:21][C:16]1[CH:17]=[CH:18][CH:19]=[CH:20][C:15]=1[C:14]1[C:8]2[C:9](=[CH:10][N:11]=[C:6]([C:4]([NH:23][CH2:24][C:25]([OH:27])=[O:26])=[O:5])[C:7]=2[OH:22])[S:12][N:13]=1.